Regression/Classification. Given a drug SMILES string, predict its absorption, distribution, metabolism, or excretion properties. Task type varies by dataset: regression for continuous measurements (e.g., permeability, clearance, half-life) or binary classification for categorical outcomes (e.g., BBB penetration, CYP inhibition). Dataset: cyp3a4_veith. From a dataset of CYP3A4 inhibition data for predicting drug metabolism from PubChem BioAssay. (1) The molecule is O=[N+]([O-])c1ccccc1N/N=C/c1c[nH]c2ccccc12. The result is 1 (inhibitor). (2) The compound is COc1ccc(C(=O)N2CCC3(CCCN(C(c4ccccc4)c4ccccc4)C3)CC2)cc1. The result is 1 (inhibitor).